From a dataset of Forward reaction prediction with 1.9M reactions from USPTO patents (1976-2016). Predict the product of the given reaction. (1) Given the reactants [Cl:1][CH2:2][C:3]1[CH:4]=[C:5]([CH:9]=[CH:10][CH:11]=1)[C:6](Cl)=[O:7].[F:12][C:13]([F:19])([F:18])[C:14]([CH3:17])([NH2:16])[CH3:15].C(N(CC)CC)C, predict the reaction product. The product is: [Cl:1][CH2:2][C:3]1[CH:4]=[C:5]([CH:9]=[CH:10][CH:11]=1)[C:6]([NH:16][C:14]([CH3:17])([CH3:15])[C:13]([F:19])([F:18])[F:12])=[O:7]. (2) Given the reactants Cl.[NH2:2][OH:3].[Br:4][C:5]1[N:6]=[CH:7][C:8]([NH:11][C:12](=[O:33])[CH:13]([C:22]2[CH:27]=[CH:26][C:25]([S:28]([CH3:31])(=[O:30])=[O:29])=[C:24]([Cl:32])[CH:23]=2)[CH2:14][CH:15]2[CH2:20][CH2:19][C:18](=O)[CH2:17][CH2:16]2)=[N:9][CH:10]=1, predict the reaction product. The product is: [Br:4][C:5]1[N:6]=[CH:7][C:8]([NH:11][C:12](=[O:33])[CH:13]([C:22]2[CH:27]=[CH:26][C:25]([S:28]([CH3:31])(=[O:30])=[O:29])=[C:24]([Cl:32])[CH:23]=2)[CH2:14][CH:15]2[CH2:20][CH2:19][C:18](=[N:2][OH:3])[CH2:17][CH2:16]2)=[N:9][CH:10]=1. (3) Given the reactants COC1C=C(C=CC=1OC)C[NH:7][C:8]1[N:13]2[N:14]=[C:15]([C:17]3[O:18][CH:19]=[CH:20][CH:21]=3)[N:16]=[C:12]2[CH:11]=[C:10]([C:22]2[N:27]=[CH:26][C:25]([CH2:28][OH:29])=[CH:24][CH:23]=2)[N:9]=1.C1(OC)C=CC=CC=1.FC(F)(F)S(O)(=O)=O.O.N, predict the reaction product. The product is: [NH2:7][C:8]1[N:13]2[N:14]=[C:15]([C:17]3[O:18][CH:19]=[CH:20][CH:21]=3)[N:16]=[C:12]2[CH:11]=[C:10]([C:22]2[N:27]=[CH:26][C:25]([CH2:28][OH:29])=[CH:24][CH:23]=2)[N:9]=1. (4) Given the reactants Cl[C:2]1[CH:7]=[CH:6][C:5]([Cl:8])=[CH:4][N:3]=1.[CH3:9][S:10]([C:13]1[CH:18]=[CH:17][C:16]([OH:19])=[CH:15][CH:14]=1)(=[O:12])=[O:11].C([O-])([O-])=O.[Cs+].[Cs+], predict the reaction product. The product is: [Cl:8][C:5]1[CH:6]=[CH:7][C:2]([O:19][C:16]2[CH:15]=[CH:14][C:13]([S:10]([CH3:9])(=[O:12])=[O:11])=[CH:18][CH:17]=2)=[N:3][CH:4]=1.